From a dataset of Reaction yield outcomes from USPTO patents with 853,638 reactions. Predict the reaction yield, written as a fraction of the theoretical maximum amount of product (1.0 means a 100% yield; for example, 0.34 means a 34% yield). (1) The reactants are [C:1]([O:5][C:6](=[O:67])[CH2:7][N:8]1[CH:12]=[CH:11][N:10]=[C:9]1[CH2:13][N:14]([CH2:56][C:57]1[CH:62]=[CH:61][C:60]([O:63][CH2:64][C:65]#[CH:66])=[CH:59][CH:58]=1)[CH2:15][CH2:16][CH2:17][CH2:18][CH2:19][C:20](=[O:55])[NH:21][CH2:22][CH2:23][CH2:24][CH2:25][C@@H:26]([C:48]([O:50][C:51]([CH3:54])([CH3:53])[CH3:52])=[O:49])[NH:27][C:28](=[O:47])[NH:29][C@H:30]([C:40]([O:42][C:43]([CH3:46])([CH3:45])[CH3:44])=[O:41])[CH2:31][CH2:32][C:33]([O:35][C:36]([CH3:39])([CH3:38])[CH3:37])=[O:34])([CH3:4])([CH3:3])[CH3:2].[N:68]([CH2:71][CH2:72][CH2:73][NH2:74])=[N+:69]=[N-:70]. The catalyst is C1COCC1.O.C(Cl)Cl.[Cu].[O-]S([O-])(=O)=O.[Cu+2]. The product is [NH2:74][CH2:73][CH2:72][CH2:71][N:68]1[CH:66]=[C:65]([CH2:64][O:63][C:60]2[CH:61]=[CH:62][C:57]([CH2:56][N:14]([CH2:15][CH2:16][CH2:17][CH2:18][CH2:19][C:20](=[O:55])[NH:21][CH2:22][CH2:23][CH2:24][CH2:25][C@@H:26]([C:48]([O:50][C:51]([CH3:52])([CH3:53])[CH3:54])=[O:49])[NH:27][C:28](=[O:47])[NH:29][C@H:30]([C:40]([O:42][C:43]([CH3:44])([CH3:45])[CH3:46])=[O:41])[CH2:31][CH2:32][C:33]([O:35][C:36]([CH3:38])([CH3:39])[CH3:37])=[O:34])[CH2:13][C:9]3[N:8]([CH2:7][C:6]([O:5][C:1]([CH3:2])([CH3:3])[CH3:4])=[O:67])[CH:12]=[CH:11][N:10]=3)=[CH:58][CH:59]=2)[N:70]=[N:69]1. The yield is 0.570. (2) The reactants are FC(F)(F)C(O)=O.[Cl:8][C:9]1[CH:14]=[C:13]([Cl:15])[CH:12]=[CH:11][C:10]=1[C@H:16]([N:18]1[C:26]2[C:21](=[CH:22][CH:23]=[C:24]([C:27]3[CH2:28][CH2:29][N:30]([C:33]([C@H:35]4[CH2:39][CH2:38][CH2:37][N:36]4C(OC(C)(C)C)=O)=[O:34])[CH2:31][CH:32]=3)[CH:25]=2)[CH:20]=[N:19]1)[CH3:17]. The catalyst is ClCCl. The product is [Cl:8][C:9]1[CH:14]=[C:13]([Cl:15])[CH:12]=[CH:11][C:10]=1[C@H:16]([N:18]1[C:26]2[C:21](=[CH:22][CH:23]=[C:24]([C:27]3[CH2:28][CH2:29][N:30]([C:33]([C@H:35]4[CH2:39][CH2:38][CH2:37][NH:36]4)=[O:34])[CH2:31][CH:32]=3)[CH:25]=2)[CH:20]=[N:19]1)[CH3:17]. The yield is 0.380. (3) The reactants are [H-].[H-].[H-].[H-].[Li+].[Al+3].C([O:9][C:10](=O)[CH2:11][CH:12]1[CH2:17][CH2:16][N:15]([C:18]([O:20][C:21]([CH3:24])([CH3:23])[CH3:22])=[O:19])[CH2:14][CH2:13]1)C.S([O-])([O-])(=O)=O.[Na+].[Na+]. The catalyst is C1COCC1. The product is [OH:9][CH2:10][CH2:11][CH:12]1[CH2:13][CH2:14][N:15]([C:18]([O:20][C:21]([CH3:24])([CH3:23])[CH3:22])=[O:19])[CH2:16][CH2:17]1. The yield is 0.920. (4) The reactants are [NH:1]1[C:9]2[C:4](=[CH:5][CH:6]=[CH:7][CH:8]=2)[C:3]2([CH2:13][O:12][C:11]3[CH:14]=[C:15]4[C:19](=[CH:20][C:10]2=3)[CH2:18][CH2:17][O:16]4)[C:2]1=[O:21].C(=O)([O-])[O-].[Cs+].[Cs+].Br[CH2:29][C:30]1[CH:35]=[CH:34][CH:33]=[C:32]([C:36]#[N:37])[CH:31]=1. The catalyst is CC(=O)CC. The product is [O:21]=[C:2]1[C:3]2([CH2:13][O:12][C:11]3[CH:14]=[C:15]4[C:19](=[CH:20][C:10]2=3)[CH2:18][CH2:17][O:16]4)[C:4]2[C:9](=[CH:8][CH:7]=[CH:6][CH:5]=2)[N:1]1[CH2:29][C:30]1[CH:31]=[C:32]([CH:33]=[CH:34][CH:35]=1)[C:36]#[N:37]. The yield is 0.920. (5) The reactants are [CH3:1][C:2](=O)[CH2:3][C:4](=[O:6])[CH3:5].[Br:8][C:9]1[CH:16]=[CH:15][CH:14]=[CH:13][C:10]=1[CH:11]=O.[CH3:17][O:18][C:19](=[O:24])/[CH:20]=[C:21](\[NH2:23])/[CH3:22].CC(O)=O. The catalyst is CCO.CCOC(C)=O. The product is [C:4]([C:3]1[CH:11]([C:10]2[CH:13]=[CH:14][CH:15]=[CH:16][C:9]=2[Br:8])[C:20]([C:19]([O:18][CH3:17])=[O:24])=[C:21]([CH3:22])[NH:23][C:2]=1[CH3:1])(=[O:6])[CH3:5]. The yield is 0.0700.